This data is from Forward reaction prediction with 1.9M reactions from USPTO patents (1976-2016). The task is: Predict the product of the given reaction. Given the reactants Cl[C:2]1[CH:10]=[CH:9][C:5]([C:6]([OH:8])=[O:7])=[CH:4][CH:3]=1.[OH:11][C:12]1[CH:17]=[CH:16][CH:15]=[CH:14][C:13]=1B(O)O.C([O-])([O-])=O.[K+].[K+], predict the reaction product. The product is: [OH:11][C:12]1[CH:17]=[CH:16][CH:15]=[CH:14][C:13]=1[C:2]1[CH:10]=[CH:9][C:5]([C:6]([OH:8])=[O:7])=[CH:4][CH:3]=1.